From a dataset of Reaction yield outcomes from USPTO patents with 853,638 reactions. Predict the reaction yield, written as a fraction of the theoretical maximum amount of product (1.0 means a 100% yield; for example, 0.34 means a 34% yield). The reactants are [N:1]1[CH:6]=[CH:5][CH:4]=[CH:3][C:2]=1[CH:7]=[O:8].CCCC[N+](CCCC)(CCCC)CCCC.[F-].[F:27][C:28]([Si](C)(C)C)([F:30])[F:29]. The catalyst is C1COCC1.O.C(Cl)Cl. The product is [F:27][C:28]([F:30])([F:29])[CH2:7][OH:8].[N:1]1[CH:6]=[CH:5][CH:4]=[CH:3][CH:2]=1. The yield is 0.240.